From a dataset of Forward reaction prediction with 1.9M reactions from USPTO patents (1976-2016). Predict the product of the given reaction. (1) Given the reactants [C:1](N1C=CN=C1)(N1C=CN=C1)=[O:2].[F:13][C:14]1[CH:27]=[CH:26][C:17]([O:18][C:19]2[CH:24]=[CH:23][C:22]([NH2:25])=[CH:21][CH:20]=2)=[CH:16][CH:15]=1.Cl.Cl.[CH2:30]([N:37]1[CH2:41][CH2:40][C:39]2([CH2:45][CH2:44][NH:43][CH2:42]2)[CH2:38]1)[C:31]1[CH:36]=[CH:35][CH:34]=[CH:33][CH:32]=1.C(N(CC)CC)C.CO, predict the reaction product. The product is: [F:13][C:14]1[CH:27]=[CH:26][C:17]([O:18][C:19]2[CH:24]=[CH:23][C:22]([NH:25][C:1]([N:43]3[CH2:44][CH2:45][C:39]4([CH2:40][CH2:41][N:37]([CH2:30][C:31]5[CH:32]=[CH:33][CH:34]=[CH:35][CH:36]=5)[CH2:38]4)[CH2:42]3)=[O:2])=[CH:21][CH:20]=2)=[CH:16][CH:15]=1. (2) Given the reactants [O:1]1[CH:5]=[CH:4][CH:3]=[C:2]1[C:6]1[O:7][C:8]([CH3:36])=[C:9]([CH2:11][O:12][C:13]2[CH:33]=[CH:32][C:16]([CH2:17][O:18][C:19]3[C:23]([CH:24]=[O:25])=[CH:22][N:21]([C:26]4[CH:31]=[CH:30][CH:29]=[CH:28][CH:27]=4)[N:20]=3)=[CH:15][C:14]=2[O:34][CH3:35])[N:10]=1.C1(C)C=CC(S([CH2:46][N+:47]#[C-:48])(=O)=O)=CC=1.C(=O)([O-])[O-].[K+].[K+].CO, predict the reaction product. The product is: [O:1]1[CH:5]=[CH:4][CH:3]=[C:2]1[C:6]1[O:7][C:8]([CH3:36])=[C:9]([CH2:11][O:12][C:13]2[CH:33]=[CH:32][C:16]([CH2:17][O:18][C:19]3[C:23]([C:24]4[O:25][CH:48]=[N:47][CH:46]=4)=[CH:22][N:21]([C:26]4[CH:27]=[CH:28][CH:29]=[CH:30][CH:31]=4)[N:20]=3)=[CH:15][C:14]=2[O:34][CH3:35])[N:10]=1. (3) Given the reactants [OH:1][C:2]1[CH:11]=[C:10]2[C:5]([CH:6]=[C:7]([S:16](Cl)(=[O:18])=[O:17])[CH:8]=[C:9]2[S:12](Cl)(=[O:14])=[O:13])=[CH:4][CH:3]=1.[Cl:20][C:21]1[C:22]([O:28][CH3:29])=[C:23]([CH:25]=[CH:26][CH:27]=1)[NH2:24], predict the reaction product. The product is: [Cl:20][C:21]1[C:22]([O:28][CH3:29])=[C:23]([NH:24][S:12]([C:9]2[C:10]3[C:5](=[CH:4][CH:3]=[C:2]([OH:1])[CH:11]=3)[CH:6]=[C:7]([S:16]([NH:24][C:23]3[CH:25]=[CH:26][CH:27]=[C:21]([Cl:20])[C:22]=3[O:28][CH3:29])(=[O:18])=[O:17])[CH:8]=2)(=[O:14])=[O:13])[CH:25]=[CH:26][CH:27]=1. (4) The product is: [C:19]([N:16]1[CH2:15][CH2:14][N:13]([C:10]2[CH:9]=[CH:8][C:7]([CH2:6][N:5]([CH:1]3[CH2:4][CH2:3][CH2:2]3)[S:36]([CH2:35][C:29]3[CH:34]=[CH:33][CH:32]=[CH:31][CH:30]=3)(=[O:38])=[O:37])=[CH:12][CH:11]=2)[CH2:18][CH2:17]1)(=[O:21])[CH3:20]. Given the reactants [CH:1]1([NH:5][CH2:6][C:7]2[CH:12]=[CH:11][C:10]([N:13]3[CH2:18][CH2:17][N:16]([C:19](=[O:21])[CH3:20])[CH2:15][CH2:14]3)=[CH:9][CH:8]=2)[CH2:4][CH2:3][CH2:2]1.C(N(CC)CC)C.[C:29]1([CH2:35][S:36](Cl)(=[O:38])=[O:37])[CH:34]=[CH:33][CH:32]=[CH:31][CH:30]=1, predict the reaction product. (5) Given the reactants Cl[CH2:2][CH2:3][CH2:4]/[C:5](=[N:14]\[S@:15]([C:17]([CH3:20])([CH3:19])[CH3:18])=[O:16])/[C:6]1[CH:11]=[CH:10][CH:9]=[C:8]([O:12][CH3:13])[CH:7]=1.CC(C[AlH]CC(C)C)C.[Li+].C[Si]([N-][Si](C)(C)C)(C)C, predict the reaction product. The product is: [CH3:18][C:17]([S@@:15]([N:14]1[CH2:2][CH2:3][CH2:4][C@H:5]1[C:6]1[CH:11]=[CH:10][CH:9]=[C:8]([O:12][CH3:13])[CH:7]=1)=[O:16])([CH3:20])[CH3:19]. (6) Given the reactants CS(O[CH2:6][CH2:7][O:8][C:9]1[CH:14]=[CH:13][C:12]([CH:15]2[CH2:20][CH2:19][N:18]([C:21]([O:23][C:24]([CH3:27])([CH3:26])[CH3:25])=[O:22])[CH2:17][CH:16]2[O:28][CH2:29][C:30]2[CH:39]=[CH:38][C:37]3[C:32](=[CH:33][CH:34]=[CH:35][CH:36]=3)[CH:31]=2)=[CH:11][CH:10]=1)(=O)=O.[Na].[NH:41]1[CH:45]=[N:44][CH:43]=[N:42]1, predict the reaction product. The product is: [CH:31]1[C:32]2[C:37](=[CH:36][CH:35]=[CH:34][CH:33]=2)[CH:38]=[CH:39][C:30]=1[CH2:29][O:28][CH:16]1[CH:15]([C:12]2[CH:13]=[CH:14][C:9]([O:8][CH2:7][CH2:6][N:41]3[CH:45]=[N:44][CH:43]=[N:42]3)=[CH:10][CH:11]=2)[CH2:20][CH2:19][N:18]([C:21]([O:23][C:24]([CH3:25])([CH3:26])[CH3:27])=[O:22])[CH2:17]1. (7) Given the reactants [C:1]([C:5]1[CH:13]=[C:12]2[C:8]([CH2:9][CH2:10][CH2:11]2)=[CH:7][C:6]=1[OH:14])([CH3:4])([CH3:3])[CH3:2].[Cl:15][C:16]1[CH:21]=[C:20]([S:22]([C:25]([F:28])([F:27])[F:26])(=[O:24])=[O:23])[CH:19]=[CH:18][C:17]=1[N:29]=[C:30]=[O:31], predict the reaction product. The product is: [Cl:15][C:16]1[CH:21]=[C:20]([S:22]([C:25]([F:28])([F:27])[F:26])(=[O:24])=[O:23])[CH:19]=[CH:18][C:17]=1[NH:29][C:30]([C:7]1[C:8]2[CH2:9][CH2:10][CH2:11][C:12]=2[CH:13]=[C:5]([C:1]([CH3:4])([CH3:2])[CH3:3])[C:6]=1[OH:14])=[O:31].